Dataset: Catalyst prediction with 721,799 reactions and 888 catalyst types from USPTO. Task: Predict which catalyst facilitates the given reaction. Reactant: [Br:1][C:2]1[CH:7]=[CH:6][C:5]([CH2:8][S:9]([NH:12][C:13]2[CH:18]=[CH:17][CH:16]=[C:15]([Cl:19])[CH:14]=2)(=[O:11])=[O:10])=[CH:4][CH:3]=1.C([O-])([O-])=O.[K+].[K+].I[CH2:27][CH:28]([CH3:30])[CH3:29].O. Product: [Br:1][C:2]1[CH:7]=[CH:6][C:5]([CH2:8][S:9]([N:12]([C:13]2[CH:18]=[CH:17][CH:16]=[C:15]([Cl:19])[CH:14]=2)[CH2:27][CH:28]([CH3:30])[CH3:29])(=[O:10])=[O:11])=[CH:4][CH:3]=1. The catalyst class is: 9.